Dataset: Full USPTO retrosynthesis dataset with 1.9M reactions from patents (1976-2016). Task: Predict the reactants needed to synthesize the given product. (1) Given the product [NH2:20][C:18]1[S:19][C:5]2[C:6](=[O:8])[CH2:7][CH:2]([CH3:1])[CH2:3][C:4]=2[N:17]=1, predict the reactants needed to synthesize it. The reactants are: [CH3:1][CH:2]1[CH2:7][C:6](=[O:8])[CH2:5][C:4](=O)[CH2:3]1.CC([O-])=O.[Na+].BrBr.[NH2:17][C:18]([NH2:20])=[S:19]. (2) Given the product [F:1][C:2]1[CH:7]=[CH:6][C:5]([C@H:8]([CH2:28][CH:29]=[O:35])[CH2:9][N:10]([CH3:27])[C:11](=[O:26])[C:12]2[CH:17]=[C:16]([C:18]([F:21])([F:20])[F:19])[CH:15]=[C:14]([C:22]([F:25])([F:24])[F:23])[CH:13]=2)=[CH:4][CH:3]=1, predict the reactants needed to synthesize it. The reactants are: [F:1][C:2]1[CH:7]=[CH:6][C:5]([C@H:8]([CH2:28][CH:29]=C)[CH2:9][N:10]([CH3:27])[C:11](=[O:26])[C:12]2[CH:17]=[C:16]([C:18]([F:21])([F:20])[F:19])[CH:15]=[C:14]([C:22]([F:25])([F:24])[F:23])[CH:13]=2)=[CH:4][CH:3]=1.C[N+]1([O-])CC[O:35]CC1.OS([O-])=O.[Na+].I([O-])(=O)(=O)=O.[Na+]. (3) Given the product [CH3:1][C:16]1[C:10]2[N:11]=[C:12]([C:14]#[N:15])[S:13][C:9]=2[CH:8]=[C:7]([N+:4]([O-:6])=[O:5])[CH:17]=1, predict the reactants needed to synthesize it. The reactants are: [CH3:1][O-].[Na+].[N+:4]([C:7]1[CH:17]=[CH:16][C:10]2[N:11]=[C:12]([C:14]#[N:15])[S:13][C:9]=2[CH:8]=1)([O-:6])=[O:5]. (4) Given the product [ClH:1].[ClH:1].[C:2]1([S:8]([N:11]2[C:15]3=[N:16][CH:17]=[N:18][C:19]([N:20]4[CH2:21][CH2:22][NH:23][CH2:24][CH2:25]4)=[C:14]3[C:13]([Br:26])=[N:12]2)(=[O:9])=[O:10])[CH:3]=[CH:4][CH:5]=[CH:6][CH:7]=1, predict the reactants needed to synthesize it. The reactants are: [ClH:1].[C:2]1([S:8]([N:11]2[C:15]3=[N:16][CH:17]=[N:18][C:19]([N:20]4[CH2:25][CH2:24][NH:23][CH2:22][CH2:21]4)=[C:14]3[C:13]([Br:26])=[N:12]2)(=[O:10])=[O:9])[CH:7]=[CH:6][CH:5]=[CH:4][CH:3]=1. (5) The reactants are: [F:1][C:2]1[CH:7]=[CH:6][CH:5]=[C:4](F)[N:3]=1.[CH3:9][NH:10][CH3:11].O. Given the product [F:1][C:2]1[N:3]=[C:4]([N:10]([CH3:11])[CH3:9])[CH:5]=[CH:6][CH:7]=1, predict the reactants needed to synthesize it. (6) Given the product [CH3:26][C:23]([CH3:25])([CH3:24])[C:22](=[O:27])[CH2:21][O:20][C:19]1[CH:28]=[CH:29][C:16]([C:3]([C:6]2[S:10][C:9]3[CH:11]=[CH:12][C:13]([O:15][S:39]([CH3:38])(=[O:41])=[O:40])=[CH:14][C:8]=3[CH:7]=2)([CH2:4][CH3:5])[CH2:1][CH3:2])=[CH:17][C:18]=1[CH3:30], predict the reactants needed to synthesize it. The reactants are: [CH2:1]([C:3]([C:16]1[CH:29]=[CH:28][C:19]([O:20][CH2:21][C:22](=[O:27])[C:23]([CH3:26])([CH3:25])[CH3:24])=[C:18]([CH3:30])[CH:17]=1)([C:6]1[S:10][C:9]2[CH:11]=[CH:12][C:13]([OH:15])=[CH:14][C:8]=2[CH:7]=1)[CH2:4][CH3:5])[CH3:2].CCN(CC)CC.[CH3:38][S:39](Cl)(=[O:41])=[O:40]. (7) Given the product [CH2:19]([C:18]1[CH:17]=[C:16]([C:9]2[C:10]3[C:11](=[N:12][CH:13]=[CH:14][CH:15]=3)[NH:7][CH:8]=2)[N:28]=[C:27]([NH2:29])[N:26]=1)[CH3:20], predict the reactants needed to synthesize it. The reactants are: C(=O)([O-])[O-].[K+].[K+].[NH:7]1[C:11]2=[N:12][CH:13]=[CH:14][CH:15]=[C:10]2[C:9]([C:16](=O)[C:17]#[C:18][CH2:19][CH3:20])=[CH:8]1.C(=O)(O)O.[NH2:26][C:27]([NH2:29])=[NH:28]. (8) Given the product [C:1]([O:5][C:6]([NH:8][CH2:9][CH2:10][CH:11]([OH:15])[C:12]([O:14][CH3:16])=[O:13])=[O:7])([CH3:4])([CH3:2])[CH3:3], predict the reactants needed to synthesize it. The reactants are: [C:1]([O:5][C:6]([NH:8][CH2:9][CH2:10][CH:11]([OH:15])[C:12]([OH:14])=[O:13])=[O:7])([CH3:4])([CH3:3])[CH3:2].[CH3:16]CN=C=NCCCN(C)C.C1C=CC2N(O)N=NC=2C=1.CCN(C(C)C)C(C)C. (9) Given the product [Cl:1][C:2]1[CH:3]=[CH:4][C:5]2[O:9][CH:8]([CH2:10][N:13]3[CH2:18][CH2:17][NH:16][CH2:15][CH2:14]3)[CH2:7][C:6]=2[CH:12]=1, predict the reactants needed to synthesize it. The reactants are: [Cl:1][C:2]1[CH:3]=[CH:4][C:5]2[O:9][CH:8]([CH2:10]Cl)[CH2:7][C:6]=2[CH:12]=1.[NH:13]1[CH2:18][CH2:17][NH:16][CH2:15][CH2:14]1. (10) Given the product [F:1][C:2]([F:10])([F:11])[C:3]1[CH:9]=[CH:8][C:6]([N:7]2[CH2:13][CH2:14][NH:15][C:16]2=[O:17])=[CH:5][CH:4]=1, predict the reactants needed to synthesize it. The reactants are: [F:1][C:2]([F:11])([F:10])[C:3]1[CH:9]=[CH:8][C:6]([NH2:7])=[CH:5][CH:4]=1.Cl[CH2:13][CH2:14][N:15]=[C:16]=[O:17].C(=O)([O-])[O-].[K+].[K+].CC([O-])(C)C.[K+].Cl.